From a dataset of Forward reaction prediction with 1.9M reactions from USPTO patents (1976-2016). Predict the product of the given reaction. (1) Given the reactants Br[C:2]1[S:6][C:5]([N:7]2[CH:12]3[CH2:13][CH2:14][CH:8]2[CH2:9][O:10][CH2:11]3)=[N:4][C:3]=1[C:15]1[CH:20]=[CH:19][C:18]([Cl:21])=[CH:17][CH:16]=1.C(O)C.[NH2:25][S:26]([C:29]1[CH:34]=[CH:33][C:32](B(O)O)=[CH:31][CH:30]=1)(=[O:28])=[O:27].C(=O)([O-])[O-].[K+].[K+], predict the reaction product. The product is: [CH:12]12[N:7]([C:5]3[S:6][C:2]([C:32]4[CH:33]=[CH:34][C:29]([S:26]([NH2:25])(=[O:28])=[O:27])=[CH:30][CH:31]=4)=[C:3]([C:15]4[CH:20]=[CH:19][C:18]([Cl:21])=[CH:17][CH:16]=4)[N:4]=3)[CH:8]([CH2:14][CH2:13]1)[CH2:9][O:10][CH2:11]2. (2) Given the reactants [C:1]1([C:7]([OH:9])=[O:8])([C:4](O)=[O:5])[CH2:3][CH2:2]1.[CH3:10][NH:11][C:12]1[CH:17]=[CH:16][CH:15]=[CH:14][CH:13]=1, predict the reaction product. The product is: [CH3:10][N:11]([C:12]1[CH:17]=[CH:16][CH:15]=[CH:14][CH:13]=1)[C:4]([C:1]1([C:7]([OH:9])=[O:8])[CH2:3][CH2:2]1)=[O:5]. (3) Given the reactants [CH3:1][N:2]1[CH2:7][CH2:6][N:5]([C:8]2[C:9]([N+:15]([O-:17])=[O:16])=[C:10]([CH:12]=[CH:13][CH:14]=2)[NH2:11])[CH2:4][CH2:3]1.[Cl:18]N1C(=O)CCC1=O, predict the reaction product. The product is: [Cl:18][C:12]1[C:10]([NH2:11])=[C:9]([N+:15]([O-:17])=[O:16])[C:8]([N:5]2[CH2:4][CH2:3][N:2]([CH3:1])[CH2:7][CH2:6]2)=[CH:14][CH:13]=1. (4) Given the reactants Cl[CH2:2][CH2:3][CH2:4][S:5]([O:8][CH2:9][C:10]([CH3:41])([CH3:40])[C@@H:11]([O:32][CH2:33][C:34]1[CH:39]=[CH:38][CH:37]=[CH:36][CH:35]=1)[C:12]([O:14][CH2:15][CH2:16][O:17][C:18](=[O:31])[C:19]([CH3:30])([CH3:29])[CH2:20][O:21][CH2:22][C:23]1[CH:28]=[CH:27][CH:26]=[CH:25][CH:24]=1)=[O:13])(=[O:7])=[O:6].[N-:42]=[N+:43]=[N-:44].[Na+], predict the reaction product. The product is: [N:42]([CH2:2][CH2:3][CH2:4][S:5]([O:8][CH2:9][C:10]([CH3:41])([CH3:40])[C@@H:11]([O:32][CH2:33][C:34]1[CH:39]=[CH:38][CH:37]=[CH:36][CH:35]=1)[C:12]([O:14][CH2:15][CH2:16][O:17][C:18](=[O:31])[C:19]([CH3:30])([CH3:29])[CH2:20][O:21][CH2:22][C:23]1[CH:28]=[CH:27][CH:26]=[CH:25][CH:24]=1)=[O:13])(=[O:7])=[O:6])=[N+:43]=[N-:44]. (5) Given the reactants [C:1]([C:5]([NH:7][C@@H:8]([C@@H:12]([C:14]1[O:18][N:17]=[C:16]([C:19]2[CH:24]=[CH:23][C:22]([S:25]([CH3:28])(=[O:27])=[O:26])=[CH:21][C:20]=2[Cl:29])[N:15]=1)[CH3:13])[C:9](O)=[O:10])=[O:6])([CH3:4])([CH3:3])[CH3:2].[NH:30]1[CH2:37][CH2:36][CH2:35][C@H:31]1[C:32]([NH2:34])=[O:33].C1C=NC2N(O)N=NC=2C=1.C(N(CC)C(C)C)(C)C.CN(C(ON1N=NC2C=CC=NC1=2)=[N+](C)C)C.F[P-](F)(F)(F)(F)F, predict the reaction product. The product is: [C:1]([C:5]([NH:7][C@@H:8]([C@@H:12]([C:14]1[O:18][N:17]=[C:16]([C:19]2[CH:24]=[CH:23][C:22]([S:25]([CH3:28])(=[O:27])=[O:26])=[CH:21][C:20]=2[Cl:29])[N:15]=1)[CH3:13])[C:9]([N:30]1[CH2:37][CH2:36][CH2:35][C@H:31]1[C:32]([NH2:34])=[O:33])=[O:10])=[O:6])([CH3:4])([CH3:2])[CH3:3].